Dataset: Reaction yield outcomes from USPTO patents with 853,638 reactions. Task: Predict the reaction yield, written as a fraction of the theoretical maximum amount of product (1.0 means a 100% yield; for example, 0.34 means a 34% yield). (1) The reactants are [F:1][C:2]1[CH:3]=[C:4]([C:8]2[C:13]([C:14]3[CH:19]=[CH:18][N:17]=[CH:16][CH:15]=3)=[CH:12][N:11]=[C:10]([NH2:20])[N:9]=2)[CH:5]=[CH:6][CH:7]=1.[C:21](OC(=O)C)(=[O:23])[CH3:22].C(=O)(O)[O-].[Na+]. The catalyst is S(=O)(=O)(O)O.C(OCC)(=O)C.O. The product is [F:1][C:2]1[CH:3]=[C:4]([C:8]2[C:13]([C:14]3[CH:19]=[CH:18][N:17]=[CH:16][CH:15]=3)=[CH:12][N:11]=[C:10]([NH:20][C:21](=[O:23])[CH3:22])[N:9]=2)[CH:5]=[CH:6][CH:7]=1. The yield is 0.540. (2) The reactants are [F:1][C:2]1[CH:3]=[N:4][C:5]2[CH:6]=[C:7]([F:16])[C:8](=[O:15])[N:9]3CC(=C)C=1[C:10]=23.S([O-])([O-])=O.[Na+].[Na+].[C:23]([OH:27])([CH3:26])([CH3:25])[CH3:24].[OH2:28]. No catalyst specified. The product is [F:1][C:2]1[CH:3]=[N:4][C:5]2[CH:6]=[C:7]([F:16])[C:8](=[O:15])[N:9]3[CH2:25][C:23]([OH:27])([CH2:26][OH:28])[C:24]=1[C:10]=23. The yield is 0.820.